From a dataset of Experimentally validated miRNA-target interactions with 360,000+ pairs, plus equal number of negative samples. Binary Classification. Given a miRNA mature sequence and a target amino acid sequence, predict their likelihood of interaction. The miRNA is mmu-miR-29c-3p with sequence UAGCACCAUUUGAAAUCGGUUA. The protein sequence of the target gene is MSKKGRNKGEKPEALIVALQAANEDLRTKLTDIQIELHQEKSKVSKLEREKTQEAKRIRELEQRKHTVLVTELKAKLHEEKMKELQAVRENLIKQHEQEMSRTVKVRDGEIQRLKSALCALRDGSSDKVRTALTIEAREEARKLFDTERLKLLQEIADLKTAKKQVDEALSNMIQADKIKAGDLRSEHQSHQEAISKIKWESERDIRRLMDEIKAKDRIIFSLEKELETQTGYVQKLQLQKEALDEQLFLVKEAECNMSSPKREIPGRAGDGSEHCSSPDLRRNQKRIAELNATIRKLED.... Result: 0 (no interaction).